Dataset: Catalyst prediction with 721,799 reactions and 888 catalyst types from USPTO. Task: Predict which catalyst facilitates the given reaction. (1) Reactant: CO[CH:3]1[C:12]([CH3:14])([CH3:13])[C:11]2[C:6](=[CH:7][CH:8]=[CH:9][CH:10]=2)[C:5](=[O:15])[NH:4]1.P(Cl)(Cl)(Cl)(Cl)Cl. Product: [CH3:13][C:12]1([CH3:14])[C:11]2[C:6](=[CH:7][CH:8]=[CH:9][CH:10]=2)[C:5](=[O:15])[NH:4][CH2:3]1. The catalyst class is: 27. (2) Reactant: O=[C:2]1[CH2:7][CH2:6][CH2:5][N:4]([C:8]([O:10][C:11]([CH3:14])([CH3:13])[CH3:12])=[O:9])[CH2:3]1.[CH3:15][NH:16][CH3:17].C(O)(=O)C. Product: [CH3:15][N:16]([CH3:17])[CH:2]1[CH2:7][CH2:6][CH2:5][N:4]([C:8]([O:10][C:11]([CH3:14])([CH3:13])[CH3:12])=[O:9])[CH2:3]1. The catalyst class is: 29. (3) Reactant: [C:1]([C:3]1[CH:4]=[C:5]2[C:9](=[CH:10][CH:11]=1)[NH:8][CH:7]=[C:6]2[CH2:12][CH2:13][CH2:14][CH2:15][N:16]1[CH2:21][CH2:20][N:19]([C:22]2[CH:23]=[CH:24][C:25]3[O:29][C:28]([C:30]([NH2:32])=[O:31])=[CH:27][C:26]=3[CH:33]=2)[CH2:18][CH2:17]1)#[N:2].C1COCC1.[ClH:39]. Product: [CH:11]1[C:3]([C:1]#[N:2])=[CH:4][C:5]2[C:6]([CH2:12][CH2:13][CH2:14][CH2:15][N:16]3[CH2:17][CH2:18][N:19]([C:22]4[CH:23]=[CH:24][C:25]5[O:29][C:28]([C:30]([NH2:32])=[O:31])=[CH:27][C:26]=5[CH:33]=4)[CH2:20][CH2:21]3)=[CH:7][NH:8][C:9]=2[CH:10]=1.[ClH:39]. The catalyst class is: 6. (4) Reactant: [NH2:1][C:2]1[S:3][CH:4]=[CH:5][N:6]=1.[C:7]([N+:11]#[C-:12])([CH3:10])([CH3:9])[CH3:8].[CH:13](=O)[C:14]1[CH:19]=[CH:18][CH:17]=[CH:16][CH:15]=1.[C:21](Cl)(=[O:23])[CH3:22]. Product: [C:7]([N:11]([C:12]1[N:6]2[C:2]([S:3][CH:4]=[CH:5]2)=[N:1][C:13]=1[C:14]1[CH:19]=[CH:18][CH:17]=[CH:16][CH:15]=1)[C:21](=[O:23])[CH3:22])([CH3:10])([CH3:9])[CH3:8]. The catalyst class is: 519. (5) Reactant: [CH2:1]([O:8][C@@H:9]1[CH2:14][CH2:13][C@H:12]([C:15](N(OC)C)=[O:16])[CH2:11][CH2:10]1)[C:2]1[CH:7]=[CH:6][CH:5]=[CH:4][CH:3]=1.[CH3:21][Li].Cl. Product: [CH2:1]([O:8][C@@H:9]1[CH2:10][CH2:11][C@H:12]([C:15](=[O:16])[CH3:21])[CH2:13][CH2:14]1)[C:2]1[CH:3]=[CH:4][CH:5]=[CH:6][CH:7]=1. The catalyst class is: 1.